From a dataset of Experimentally validated miRNA-target interactions with 360,000+ pairs, plus equal number of negative samples. Binary Classification. Given a miRNA mature sequence and a target amino acid sequence, predict their likelihood of interaction. (1) The miRNA is hsa-miR-6751-5p with sequence UUGGGGGUGAGGUUGGUGUCUGG. The protein sequence of the target gene is MAPRSLLLLLSGALALTDTWAGSHSLRYFSTAVSRPGRGEPRYIAVEYVDDTQFLRFDSDAAIPRMEPREPWVEQEGPQYWEWTTGYAKANAQTDRVALRNLLRRYNQSEAGSHTLQGMNGCDMGPDGRLLRGYHQHAYDGKDYISLNEDLRSWTAADTVAQITQRFYEAEEYAEEFRTYLEGECLELLRRYLENGKETLQRADPPKAHVAHHPISDHEATLRCWALGFYPAEITLTWQRDGEEQTQDTELVETRPAGDGTFQKWAAVVVPPGEEQRYTCHVQHEGLPQPLILRWEQSPQ.... Result: 0 (no interaction). (2) The miRNA is mmu-miR-339-5p with sequence UCCCUGUCCUCCAGGAGCUCACG. The protein sequence of the target gene is MSYTGFVQGSETTLQSTYSDTSAQPTCDYGYGTWNSGTNRGYEGYGYGYGYGQDNTTNYGYGMATSHSWEMPSSDTNANTSASGSASADSVLSRINQRLDMVPHLETDMMQGGVYGSGGERYDSYESCDSRAVLSERDLYRSGYDYSELDPEMEMAYEGQYDAYRDQFRMRGNDTFGPRAQGWARDARSGRPMASGYGRMWEDPMGARGQCMSGASRLPSLFSQNIIPEYGMFQGMRGGGAFPGGSRFGFGFGNGMKQMRRTWKTWTTADFRTKKKKRKQGGSPDEPDSKATRTDCSDNS.... Result: 0 (no interaction). (3) The miRNA is hsa-miR-6127 with sequence UGAGGGAGUGGGUGGGAGG. Result: 0 (no interaction). The protein sequence of the target gene is MLQKREKVLLLRTFQGRTLRIVREHYLRPSVPCNSPLCPQPAACRNDGKLLAAEVTHYVIPDWKVVQDYLEVLEFPELKGVIFMQTACQAVQHQRGRRQYNKLRNLLKDARHDCVLFANEFQQHCYLPREKGEAMEKWQTRSIYNSAVWYYHHCEDRMPIVMVTEDEEAIQKYGSETEGVFVISFKNYLDNFWPDLKAAHDLCDSILQSRRERETESQETHGKEYPEHLPLEVLEAGIKSGRYIQGILNVNKHRAQIEAFVRLHGASSKDSGLVSDILIHGSKARNRSIHGDVVVVEMLP.... (4) The miRNA is hsa-miR-1289 with sequence UGGAGUCCAGGAAUCUGCAUUUU. The protein sequence of the target gene is MIPPEPPQPQLQPPPPPAPPNHVVTTIENLPAEGSGGVSLSASSRASMRQRIRKVLNREMLISVALGQVLSLLVCGIGLTSKYLAEDFHANTPVFQSFLNYILLFLVYTTTLAVRQGEENLLAILRRRWWKYMILGLIDLEANYLVVKAYQYTTLTSVQLLDCFVIPVVILLSWFFLLIRYKAVHFIGIVVCILGMGCMVGADVLVGRHQGAGENKLVGDLLVLGGATLYGISNVWEESIIRTLSRVEFLGMIGLFGAFFSGIQLAIMEHKELLKVPWDWQIGLLYVGFSACMFGLYSFM.... Result: 0 (no interaction).